Dataset: Forward reaction prediction with 1.9M reactions from USPTO patents (1976-2016). Task: Predict the product of the given reaction. Given the reactants CC(C1C=C(C(C)C)C(C2C=CC=CC=2P(C2CCCCC2)C2CCCCC2)=C(C(C)C)C=1)C.Cl[C:36]1[C:45]2[C:40](=[CH:41][C:42]([F:47])=[CH:43][C:44]=2[F:46])[N:39]=[C:38]([C:48]2[CH:53]=[CH:52][CH:51]=[CH:50][N:49]=2)[C:37]=1[CH3:54].[NH2:55][C:56]1[CH:57]=[C:58]([NH:68][C:69](=[O:71])[CH3:70])[CH:59]=[C:60]([N:62]2[CH2:67][CH2:66][O:65][CH2:64][CH2:63]2)[CH:61]=1.C(=O)([O-])[O-].[K+].[K+], predict the reaction product. The product is: [F:46][C:44]1[CH:43]=[C:42]([F:47])[CH:41]=[C:40]2[C:45]=1[C:36]([NH:55][C:56]1[CH:57]=[C:58]([NH:68][C:69](=[O:71])[CH3:70])[CH:59]=[C:60]([N:62]3[CH2:67][CH2:66][O:65][CH2:64][CH2:63]3)[CH:61]=1)=[C:37]([CH3:54])[C:38]([C:48]1[CH:53]=[CH:52][CH:51]=[CH:50][N:49]=1)=[N:39]2.